Dataset: Full USPTO retrosynthesis dataset with 1.9M reactions from patents (1976-2016). Task: Predict the reactants needed to synthesize the given product. (1) Given the product [C:3]([C:5]1[C:6](=[O:11])[N:7]([CH2:36][C@H:23]2[C@H:22]([C:17]3[CH:18]=[CH:19][C:20]([Cl:21])=[C:15]([Cl:14])[CH:16]=3)[O:28][CH2:27][CH2:26][N:25]([C:29]([O:31][C:32]([CH3:33])([CH3:35])[CH3:34])=[O:30])[CH2:24]2)[CH:8]=[CH:9][CH:10]=1)#[N:4], predict the reactants needed to synthesize it. The reactants are: [H-].[Na+].[C:3]([C:5]1[C:6]([OH:11])=[N:7][CH:8]=[CH:9][CH:10]=1)#[N:4].[Br-].[Li+].[Cl:14][C:15]1[CH:16]=[C:17]([C@@H:22]2[O:28][CH2:27][CH2:26][N:25]([C:29]([O:31][C:32]([CH3:35])([CH3:34])[CH3:33])=[O:30])[CH2:24][C@H:23]2[CH2:36]OS(C)(=O)=O)[CH:18]=[CH:19][C:20]=1[Cl:21]. (2) Given the product [CH3:1][O:2][C:3](=[O:24])[CH2:4][CH2:5][C:6]([CH3:23])=[CH:7][CH2:8][C:9]1[C:10]([O:22][CH2:59][CH2:58][Si:57]([CH3:62])([CH3:61])[CH3:56])=[C:11]2[C:15](=[C:16]([CH3:20])[C:17]=1[O:18][CH3:19])[CH2:14][O:13][C:12]2=[O:21], predict the reactants needed to synthesize it. The reactants are: [CH3:1][O:2][C:3](=[O:24])[CH2:4][CH2:5][C:6]([CH3:23])=[CH:7][CH2:8][C:9]1[C:10]([OH:22])=[C:11]2[C:15](=[C:16]([CH3:20])[C:17]=1[O:18][CH3:19])[CH2:14][O:13][C:12]2=[O:21].C1(P(C2C=CC=CC=2)C2C=CC=CC=2)C=CC=CC=1.N(C(OCC)=O)=NC(OCC)=O.[CH3:56][Si:57]([CH3:62])([CH3:61])[CH2:58][CH2:59]O. (3) The reactants are: [Cl:1][CH2:2][C:3]1[CH:4]=[C:5]([CH:10]=[CH:11][CH:12]=1)[C:6]([NH:8][CH3:9])=O.S(Cl)(Cl)=O.[N-:17]=[N+:18]=[N-:19].[Na+].Cl[Si](C)(C)C. Given the product [CH3:9][N:8]1[C:6]([C:5]2[CH:4]=[C:3]([CH:12]=[CH:11][CH:10]=2)[CH2:2][Cl:1])=[N:19][N:18]=[N:17]1, predict the reactants needed to synthesize it. (4) Given the product [CH3:61][C:60]1[CH:59]=[C:58]([CH3:62])[NH:57][C:56](=[O:63])[C:55]=1[CH2:54][NH:53][C:11]([C:10]1[C:9]2[C:4](=[CH:5][CH:6]=[CH:7][CH:8]=2)[N:3]([CH:14]([CH3:22])[C:15](=[O:21])[N:16]2[CH2:20][CH2:19][CH2:18][CH2:17]2)[C:2]=1[CH3:1])=[O:12], predict the reactants needed to synthesize it. The reactants are: [CH3:1][C:2]1[N:3]([CH:14]([CH3:22])[C:15](=[O:21])[N:16]2[CH2:20][CH2:19][CH2:18][CH2:17]2)[C:4]2[C:9]([C:10]=1[C:11](O)=[O:12])=[CH:8][CH:7]=[CH:6][CH:5]=2.C1C=C2N=NN(O)C2=CC=1.N.Cl.CN(C)CCCN=C=NCC.C(N(CC)CC)C.[NH2:53][CH2:54][C:55]1[C:56]([OH:63])=[N:57][C:58]([CH3:62])=[CH:59][C:60]=1[CH3:61]. (5) Given the product [Cl:1][C:2]1[CH:10]=[C:9]2[C:5]([C@@:6]3([C@H:16]([CH:17]4[CH2:19][CH2:18]4)[CH2:15][C:14](=[O:20])[NH:28][CH2:13][C@@H:12]3[C:21]3[CH:26]=[CH:25][CH:24]=[C:23]([Cl:27])[CH:22]=3)[C:7](=[O:11])[NH:8]2)=[CH:4][CH:3]=1, predict the reactants needed to synthesize it. The reactants are: [Cl:1][C:2]1[CH:10]=[C:9]2[C:5]([C:6]3([CH:16]([CH:17]4[CH2:19][CH2:18]4)[CH2:15][C:14](=[O:20])[CH2:13][CH:12]3[C:21]3[CH:26]=[CH:25][CH:24]=[C:23]([Cl:27])[CH:22]=3)[C:7](=[O:11])[NH:8]2)=[CH:4][CH:3]=1.[NH2:28]O.Cl.[OH-].[Na+].C1(C)C=CC(S(Cl)(=O)=O)=CC=1. (6) Given the product [NH2:26][C@@H:7]1[C:6]2[CH:20]=[C:19]([C:3]([C:1]#[N:2])=[CH:4][CH:5]=2)[C:18]2[N:17]([CH:21]([F:23])[F:22])[N:16]=[CH:15][C:14]=2[NH:13][C:12](=[O:24])[C@H:11]([CH3:25])[CH2:10][CH2:9][CH2:8]1, predict the reactants needed to synthesize it. The reactants are: [C:1]([C:3]1[C:19]2=[CH:20][C:6]([C@@H:7]([NH:26]C(=O)OC(C)(C)C)[CH2:8][CH2:9][CH2:10][C@@H:11]([CH3:25])[C:12](=[O:24])[NH:13][C:14]3[CH:15]=[N:16][N:17]([CH:21]([F:23])[F:22])[C:18]=32)=[CH:5][CH:4]=1)#[N:2].Cl. (7) Given the product [CH2:30]([O:39][CH2:38][O:5][CH2:4][CH2:3][C:2]([CH3:9])([CH3:1])[CH2:6][CH2:7][OH:8])[C:31]1[CH:32]=[CH:33][CH:34]=[CH:35][CH:36]=1, predict the reactants needed to synthesize it. The reactants are: [CH3:1][C:2]([CH3:9])([CH2:6][CH2:7][OH:8])[CH2:3][CH2:4][OH:5].C(N(C(C)C)CC)(C)C.[CH2:30](C(OC(Cl)[CH2:30][C:31]1[CH:36]=[CH:35][CH:34]=[CH:33][CH:32]=1)Cl)[C:31]1[CH:36]=[CH:35][CH:34]=[CH:33][CH:32]=1.[C:38](=O)([O-])[OH:39].[Na+].